From a dataset of Peptide-MHC class I binding affinity with 185,985 pairs from IEDB/IMGT. Regression. Given a peptide amino acid sequence and an MHC pseudo amino acid sequence, predict their binding affinity value. This is MHC class I binding data. The peptide sequence is RPAPARLPL. The MHC is HLA-B39:01 with pseudo-sequence HLA-B39:01. The binding affinity (normalized) is 0.680.